Dataset: Forward reaction prediction with 1.9M reactions from USPTO patents (1976-2016). Task: Predict the product of the given reaction. (1) Given the reactants [C:1]([O:9][C@H:10]1[C@@H:21]([O:22][C@H:23]2[O:55][C@H:54]([CH2:56][O:57][C:58](=[O:65])[C:59]3[CH:64]=[CH:63][CH:62]=[CH:61][CH:60]=3)[C@@H:44]([O:45][C:46](=[O:53])[C:47]3[CH:52]=[CH:51][CH:50]=[CH:49][CH:48]=3)[C@H:34]([O:35][C:36](=[O:43])[C:37]3[CH:42]=[CH:41][CH:40]=[CH:39][CH:38]=3)[C@@H:24]2[O:25][C:26](=[O:33])[C:27]2[CH:32]=[CH:31][CH:30]=[CH:29][CH:28]=2)[C@H:20]([O:66][C:67](=[O:74])[C:68]2[CH:73]=[CH:72][CH:71]=[CH:70][CH:69]=2)[C@@H:19]([CH2:75][O:76]C(C2C=CC=CC=2)(C2C=CC=CC=2)C2C=CC=CC=2)[O:18][C@@H:11]1[O:12][CH2:13][CH2:14][N:15]=[N+:16]=[N-:17])(=[O:8])[C:2]1[CH:7]=[CH:6][CH:5]=[CH:4][CH:3]=1.C(O)(C(F)(F)F)=O, predict the reaction product. The product is: [C:1]([O:9][C@H:10]1[C@@H:21]([O:22][C@H:23]2[O:55][C@H:54]([CH2:56][O:57][C:58](=[O:65])[C:59]3[CH:64]=[CH:63][CH:62]=[CH:61][CH:60]=3)[C@@H:44]([O:45][C:46](=[O:53])[C:47]3[CH:48]=[CH:49][CH:50]=[CH:51][CH:52]=3)[C@H:34]([O:35][C:36](=[O:43])[C:37]3[CH:42]=[CH:41][CH:40]=[CH:39][CH:38]=3)[C@@H:24]2[O:25][C:26](=[O:33])[C:27]2[CH:32]=[CH:31][CH:30]=[CH:29][CH:28]=2)[C@H:20]([O:66][C:67](=[O:74])[C:68]2[CH:73]=[CH:72][CH:71]=[CH:70][CH:69]=2)[C@@H:19]([CH2:75][OH:76])[O:18][C@@H:11]1[O:12][CH2:13][CH2:14][N:15]=[N+:16]=[N-:17])(=[O:8])[C:2]1[CH:7]=[CH:6][CH:5]=[CH:4][CH:3]=1. (2) Given the reactants Cl.[C:2](Cl)(=[O:9])[C:3]1[CH:8]=[CH:7][N:6]=[CH:5][CH:4]=1.C(N(CC)CC)C.ClCCl.[F:21][C:22]1[CH:23]=[CH:24][C:25]([N:29]2[CH2:34][CH2:33][CH2:32][CH2:31][CH2:30]2)=[C:26]([CH:28]=1)[NH2:27], predict the reaction product. The product is: [F:21][C:22]1[CH:23]=[CH:24][C:25]([N:29]2[CH2:30][CH2:31][CH2:32][CH2:33][CH2:34]2)=[C:26]([NH:27][C:2](=[O:9])[C:3]2[CH:8]=[CH:7][N:6]=[CH:5][CH:4]=2)[CH:28]=1. (3) Given the reactants [C:1]([O:5][C:6]([N:8]1[CH2:12][CH2:11][CH2:10][CH:9]1[C:13](=[O:30])[NH:14][C:15]1[CH:20]=[CH:19][C:18]([C:21]2[CH:26]=[CH:25][CH:24]=[CH:23][C:22]=2SC)=[CH:17][C:16]=1[Cl:29])=[O:7])([CH3:4])([CH3:3])[CH3:2].Cl[C:32]1C=C(C=CC=1)C(OO)=O.[O-:42][S:43]([O-:46])(=S)=O.[Na+].[Na+], predict the reaction product. The product is: [C:1]([O:5][C:6]([N:8]1[CH2:12][CH2:11][CH2:10][CH:9]1[C:13](=[O:30])[NH:14][C:15]1[CH:20]=[CH:19][C:18]([C:21]2[CH:22]=[CH:23][CH:24]=[CH:25][C:26]=2[S:43]([CH3:32])(=[O:46])=[O:42])=[CH:17][C:16]=1[Cl:29])=[O:7])([CH3:3])([CH3:2])[CH3:4]. (4) Given the reactants [S:1]([N:11]1[C:19]2[C:14](=[C:15]([CH2:20][N:21]3[C:26]4([CH2:31][CH2:30][NH:29][CH2:28][CH2:27]4)[CH2:25][CH2:24][CH2:23][C:22]3=[O:32])[CH:16]=[CH:17][CH:18]=2)[CH:13]=[CH:12]1)([C:4]1[CH:10]=[CH:9][C:7]([CH3:8])=[CH:6][CH:5]=1)(=[O:3])=[O:2].C([O-])([O-])=O.[K+].[K+].Cl[C:40]1[O:41][C:42]2[CH:48]=[CH:47][CH:46]=[CH:45][C:43]=2[N:44]=1, predict the reaction product. The product is: [O:41]1[C:42]2[CH:48]=[CH:47][CH:46]=[CH:45][C:43]=2[N:44]=[C:40]1[N:29]1[CH2:30][CH2:31][C:26]2([N:21]([CH2:20][C:15]3[CH:16]=[CH:17][CH:18]=[C:19]4[C:14]=3[CH:13]=[CH:12][N:11]4[S:1]([C:4]3[CH:5]=[CH:6][C:7]([CH3:8])=[CH:9][CH:10]=3)(=[O:2])=[O:3])[C:22](=[O:32])[CH2:23][CH2:24][CH2:25]2)[CH2:27][CH2:28]1. (5) Given the reactants [C:1]([C:5]1[CH:13]=[C:12]2[C:8]([CH:9]=[N:10][NH:11]2)=[CH:7][CH:6]=1)([CH3:4])([CH3:3])[CH3:2].[OH-].[K+].[I:16]I, predict the reaction product. The product is: [C:1]([C:5]1[CH:13]=[C:12]2[C:8]([C:9]([I:16])=[N:10][NH:11]2)=[CH:7][CH:6]=1)([CH3:4])([CH3:2])[CH3:3]. (6) Given the reactants Cl.Cl.Cl.[O:4]1[C:8]2=[C:9]([N:13]3[CH2:18][CH2:17][N:16]([CH2:19][CH2:20][C@H:21]4[CH2:26][CH2:25][C@H:24]([NH2:27])[CH2:23][CH2:22]4)[CH2:15][CH2:14]3)[N:10]=[CH:11][CH:12]=[C:7]2[CH2:6][CH2:5]1.[CH3:28][C:29]1[CH:33]=[C:32]([CH2:34][C:35](O)=[O:36])[O:31][N:30]=1, predict the reaction product. The product is: [O:4]1[C:8]2=[C:9]([N:13]3[CH2:18][CH2:17][N:16]([CH2:19][CH2:20][C@H:21]4[CH2:26][CH2:25][C@H:24]([NH:27][C:35](=[O:36])[CH2:34][C:32]5[O:31][N:30]=[C:29]([CH3:28])[CH:33]=5)[CH2:23][CH2:22]4)[CH2:15][CH2:14]3)[N:10]=[CH:11][CH:12]=[C:7]2[CH2:6][CH2:5]1. (7) Given the reactants [C:1]([SiH2:5][O:6][C:7]([CH3:18])([CH3:17])[C:8]1[CH:9]=[C:10]([CH:13]=[CH:14][C:15]=1[Cl:16])[CH:11]=O)([CH3:4])([CH3:3])[CH3:2].[CH:19]1([NH2:22])[CH2:21][CH2:20]1.[BH4-].[Na+].CCN(C(C)C)C(C)C.[CH3:34][C:35]([O:38][C:39](O[C:39]([O:38][C:35]([CH3:37])([CH3:36])[CH3:34])=[O:40])=[O:40])([CH3:37])[CH3:36], predict the reaction product. The product is: [C:35]([O:38][C:39](=[O:40])[N:22]([CH2:11][C:10]1[CH:13]=[CH:14][C:15]([Cl:16])=[C:8]([C:7]([CH3:18])([CH3:17])[O:6][SiH2:5][C:1]([CH3:4])([CH3:3])[CH3:2])[CH:9]=1)[CH:19]1[CH2:21][CH2:20]1)([CH3:37])([CH3:36])[CH3:34]. (8) The product is: [NH2:21][C:19]([NH:18][NH:17][C:7](=[O:8])[CH2:6][CH2:5][C:4]([O:3][CH2:1][CH3:2])=[O:10])=[S:20]. Given the reactants [CH2:1]([O:3][C:4](=[O:10])[CH2:5][CH2:6][C:7](O)=[O:8])[CH3:2].C(OCCCl)=O.[NH2:17][NH:18][C:19]([NH2:21])=[S:20].Cl, predict the reaction product. (9) Given the reactants [OH:1]O.[CH2:3]([C@@H:10]([CH2:26][CH2:27][C@H:28]([CH3:44])[C:29](N1[C@@H](CC2C=CC=CC=2)COC1=O)=[O:30])C(N1[C@@H](CC2C=CC=CC=2)COC1=O)=O)[C:4]1[CH:9]=[CH:8][CH:7]=[CH:6][CH:5]=1.O[Li].O.[O-]S([O-])=O.[Na+].[Na+].[C:54]([O-:57])([OH:56])=O.[Na+], predict the reaction product. The product is: [CH2:3]([C@@H:10]([CH2:26][CH2:27][C@H:28]([CH3:44])[C:29]([OH:30])=[O:1])[C:54]([OH:57])=[O:56])[C:4]1[CH:5]=[CH:6][CH:7]=[CH:8][CH:9]=1. (10) Given the reactants C(OC([NH:11][C@H:12]1[CH2:17][CH2:16][CH2:15][N:14]([P:18]([NH:27][CH2:28][CH2:29][CH2:30][CH2:31][CH2:32][CH3:33])([NH:20][CH2:21][CH2:22][CH2:23][CH2:24][CH2:25][CH3:26])=[O:19])[C:13]1=[O:34])=O)C1C=CC=CC=1, predict the reaction product. The product is: [NH2:11][C@H:12]1[CH2:17][CH2:16][CH2:15][N:14]([P:18]([NH:27][CH2:28][CH2:29][CH2:30][CH2:31][CH2:32][CH3:33])([NH:20][CH2:21][CH2:22][CH2:23][CH2:24][CH2:25][CH3:26])=[O:19])[C:13]1=[O:34].